This data is from Forward reaction prediction with 1.9M reactions from USPTO patents (1976-2016). The task is: Predict the product of the given reaction. Given the reactants Br[CH:2]1[CH2:8][CH2:7][N:6]([CH3:9])[C:5]2=[N:10][N:11]([CH2:13][C:14]3[CH:19]=[CH:18][C:17]([O:20][CH3:21])=[CH:16][CH:15]=3)[CH:12]=[C:4]2[C:3]1=O.[NH2:23][C:24]([NH2:26])=[S:25], predict the reaction product. The product is: [CH3:21][O:20][C:17]1[CH:18]=[CH:19][C:14]([CH2:13][N:11]2[CH:12]=[C:4]3[C:5]([N:6]([CH3:9])[CH2:7][CH2:8][C:2]4[S:25][C:24]([NH2:26])=[N:23][C:3]=43)=[N:10]2)=[CH:15][CH:16]=1.